Dataset: Peptide-MHC class I binding affinity with 185,985 pairs from IEDB/IMGT. Task: Regression. Given a peptide amino acid sequence and an MHC pseudo amino acid sequence, predict their binding affinity value. This is MHC class I binding data. (1) The peptide sequence is YPGIKVRQL. The MHC is Mamu-A2201 with pseudo-sequence Mamu-A2201. The binding affinity (normalized) is 0.286. (2) The peptide sequence is MPIAAAIGT. The MHC is HLA-A02:12 with pseudo-sequence HLA-A02:12. The binding affinity (normalized) is 0.0847. (3) The peptide sequence is ATPYDINQMM. The MHC is Mamu-A01 with pseudo-sequence Mamu-A01. The binding affinity (normalized) is 0.926. (4) The peptide sequence is MTHRRPTIEK. The MHC is HLA-A68:01 with pseudo-sequence HLA-A68:01. The binding affinity (normalized) is 0.512.